This data is from Catalyst prediction with 721,799 reactions and 888 catalyst types from USPTO. The task is: Predict which catalyst facilitates the given reaction. Reactant: [CH2:1](Br)[CH2:2][C@H:3]([CH2:5][CH2:6][CH:7]=[C:8]([CH3:10])[CH3:9])[CH3:4].[CH3:12][Mg]Cl.[Cl-].[NH4+]. Product: [CH3:9][C:8](=[CH:7][CH2:6][CH2:5][C@H:3]([CH3:4])[CH2:2][CH2:1][CH3:12])[CH3:10]. The catalyst class is: 1.